Dataset: Catalyst prediction with 721,799 reactions and 888 catalyst types from USPTO. Task: Predict which catalyst facilitates the given reaction. (1) Reactant: [O:1]1[CH2:6][CH2:5][C:4](=O)[CH2:3][CH2:2]1.[NH:8]([C:10]([O:12][C:13]([CH3:16])([CH3:15])[CH3:14])=[O:11])[NH2:9].C([BH3-])#N.[Na+]. Product: [O:1]1[CH2:6][CH2:5][CH:4]([NH:9][NH:8][C:10]([O:12][C:13]([CH3:16])([CH3:15])[CH3:14])=[O:11])[CH2:3][CH2:2]1. The catalyst class is: 5. (2) Reactant: II.Br[C:4]1[CH:5]=[CH:6][C:7]([Cl:12])=[C:8]([O:10][CH3:11])[CH:9]=1.[C:13]1([P:19](Cl)([C:21]2[CH:26]=[CH:25][CH:24]=[CH:23][CH:22]=2)=[O:20])[CH:18]=[CH:17][CH:16]=[CH:15][CH:14]=1.O. Product: [Cl:12][C:7]1[CH:6]=[CH:5][C:4]([P:19](=[O:20])([C:21]2[CH:22]=[CH:23][CH:24]=[CH:25][CH:26]=2)[C:13]2[CH:18]=[CH:17][CH:16]=[CH:15][CH:14]=2)=[CH:9][C:8]=1[O:10][CH3:11]. The catalyst class is: 207. (3) Reactant: [CH3:1][C:2]1[CH:22]=[CH:21][C:5]([CH2:6][NH:7][C:8](=[O:20])[CH2:9][CH2:10][C:11]2[CH:16]=[CH:15][C:14]([OH:17])=[C:13]([O:18][CH3:19])[CH:12]=2)=[CH:4][CH:3]=1.CI.[C:25](=O)([O-])[O-].[K+].[K+].CN(C)C=O. Product: [CH3:1][C:2]1[CH:3]=[CH:4][C:5]([CH2:6][NH:7][C:8](=[O:20])[CH2:9][CH2:10][C:11]2[CH:16]=[CH:15][C:14]([O:17][CH3:25])=[C:13]([O:18][CH3:19])[CH:12]=2)=[CH:21][CH:22]=1. The catalyst class is: 6. (4) Reactant: [NH2:1][C:2]1[S:3][CH:4]=[CH:5][C:6]=1[C:7]#[N:8].[N+:9]([C:12]1[S:16][C:15]([CH:17]=O)=[CH:14][CH:13]=1)([O-:11])=[O:10].C(O)(C(F)(F)F)=O. Product: [N+:9]([C:12]1[S:16][C:15]([CH:17]=[N:1][C:2]2[S:3][CH:4]=[CH:5][C:6]=2[C:7]#[N:8])=[CH:14][CH:13]=1)([O-:11])=[O:10]. The catalyst class is: 32. (5) Reactant: [NH2:1][C:2](=[N:18][O:19][C:20](=O)[CH2:21][C:22]([CH3:28])([CH3:27])[C:23]([O:25][CH3:26])=[O:24])[C:3]1[S:4][CH:5]=[C:6]([CH2:8][O:9][CH2:10][O:11][CH2:12][CH2:13][Si:14]([CH3:17])([CH3:16])[CH3:15])[N:7]=1.O. Product: [CH3:27][C:22]([CH3:28])([CH2:21][C:20]1[O:19][N:18]=[C:2]([C:3]2[S:4][CH:5]=[C:6]([CH2:8][O:9][CH2:10][O:11][CH2:12][CH2:13][Si:14]([CH3:17])([CH3:16])[CH3:15])[N:7]=2)[N:1]=1)[C:23]([O:25][CH3:26])=[O:24]. The catalyst class is: 3. (6) Reactant: [N:1]1([CH2:6][CH2:7][NH:8][C:9]([C:11]2[CH:16]=[CH:15][C:14]([NH:17][C:18]3[N:23]=[CH:22][C:21]([NH:24][C:25](=[O:35])[C:26]4[CH:31]=[C:30]([O:32]C)[CH:29]=[CH:28][C:27]=4[Cl:34])=[CH:20][N:19]=3)=[CH:13][N:12]=2)=[O:10])[CH2:5][CH2:4][CH2:3][CH2:2]1.B(Br)(Br)Br. Product: [N:1]1([CH2:6][CH2:7][NH:8][C:9]([C:11]2[CH:16]=[CH:15][C:14]([NH:17][C:18]3[N:19]=[CH:20][C:21]([NH:24][C:25](=[O:35])[C:26]4[CH:31]=[C:30]([OH:32])[CH:29]=[CH:28][C:27]=4[Cl:34])=[CH:22][N:23]=3)=[CH:13][N:12]=2)=[O:10])[CH2:2][CH2:3][CH2:4][CH2:5]1. The catalyst class is: 2. (7) Reactant: [CH3:1][C:2]1([CH3:34])[C:11]2[CH:10]=[C:9]([Se:12][C:13]#[C:14][C:15]3[CH:24]=[CH:23][C:18]([C:19]([O:21]C)=[O:20])=[C:17]([O:25][CH3:26])[CH:16]=3)[CH:8]=[CH:7][C:6]=2[C:5]([C:27]2[CH:32]=[CH:31][C:30]([CH3:33])=[CH:29][CH:28]=2)=[CH:4][CH2:3]1.[OH-].[Na+].Cl. Product: [CH3:1][C:2]1([CH3:34])[C:11]2[CH:10]=[C:9]([Se:12][C:13]#[C:14][C:15]3[CH:24]=[CH:23][C:18]([C:19]([OH:21])=[O:20])=[C:17]([O:25][CH3:26])[CH:16]=3)[CH:8]=[CH:7][C:6]=2[C:5]([C:27]2[CH:28]=[CH:29][C:30]([CH3:33])=[CH:31][CH:32]=2)=[CH:4][CH2:3]1. The catalyst class is: 30. (8) Reactant: [Cl:1][C:2]1[C:31]([Cl:32])=[CH:30][C:5]2[N:6](COC)[C:7]([C:9]3[N:10]([CH3:26])[C:11]4[C:16]([CH:17]=3)=[CH:15][C:14]([CH:18]=[C:19]3[S:23][C:22](=[O:24])[NH:21][C:20]3=[O:25])=[CH:13][CH:12]=4)=[N:8][C:4]=2[CH:3]=1.Cl.[OH-].[Na+]. Product: [Cl:1][C:2]1[C:31]([Cl:32])=[CH:30][C:5]2[N:6]=[C:7]([C:9]3[N:10]([CH3:26])[C:11]4[C:16]([CH:17]=3)=[CH:15][C:14]([CH:18]=[C:19]3[S:23][C:22](=[O:24])[NH:21][C:20]3=[O:25])=[CH:13][CH:12]=4)[NH:8][C:4]=2[CH:3]=1. The catalyst class is: 12. (9) Reactant: N[C:2]1([NH2:13])[CH:10]=[CH:9][C:8]([O:11][CH3:12])=[CH:7][CH:3]1[C:4]([OH:6])=O.[N:14]1C=CC=CC=1.[F:20][C:21]([F:32])([F:31])[C:22](O[C:22](=O)[C:21]([F:32])([F:31])[F:20])=O.C(=O)([O-])[O-].[NH4+].[NH4+]. Product: [CH3:12][O:11][C:8]1[CH:7]=[C:3]2[C:2](=[CH:10][CH:9]=1)[N:13]=[C:22]([C:21]([F:32])([F:31])[F:20])[NH:14][C:4]2=[O:6]. The catalyst class is: 10.